Dataset: Forward reaction prediction with 1.9M reactions from USPTO patents (1976-2016). Task: Predict the product of the given reaction. (1) The product is: [CH3:1][C:2]1[C:14]2[CH2:13][C:12]3[C:7](=[CH:8][CH:9]=[CH:10][C:11]=3[CH3:16])[C:6]=2[CH:5]=[C:4]([CH3:17])[CH:3]=1. Given the reactants [CH3:1][C:2]1[C:14]2[C:13](=O)[C:12]3[C:7](=[CH:8][CH:9]=[CH:10][C:11]=3[CH3:16])[C:6]=2[CH:5]=[C:4]([CH3:17])[CH:3]=1.I.[OH-].[Na+], predict the reaction product. (2) The product is: [CH3:1][O:2][C:3]1[C:7]2[CH:8]=[N:9][C:10]([NH:12][C:13]([NH:15][C@@H:16]([C:18]3[CH:23]=[CH:22][CH:21]=[CH:20][CH:19]=3)[CH3:17])=[O:14])=[CH:11][C:6]=2[NH:5][N:4]=1. Given the reactants [CH3:1][O:2][C:3]1[C:7]2[CH:8]=[N:9][C:10]([NH:12][C:13]([NH:15][C@@H:16]([C:18]3[CH:23]=[CH:22][CH:21]=[CH:20][CH:19]=3)[CH3:17])=[O:14])=[CH:11][C:6]=2[N:5](C(C2C=CC=CC=2)(C2C=CC=CC=2)C2C=CC=CC=2)[N:4]=1.C([SiH](CC)CC)C.C([O-])(O)=O.[Na+], predict the reaction product. (3) Given the reactants [CH2:1]([C@H:3]1[N:12]([C:13](=[O:22])[C:14]2[CH:19]=[CH:18][C:17]([O:20]C)=[CH:16][CH:15]=2)[C:11]2[C:6](=[CH:7][CH:8]=[C:9]([F:23])[CH:10]=2)[N:5]([CH:24]([CH3:26])[CH3:25])[C:4]1=[O:27])[CH3:2].C([C@H]1N(C(=O)C2C=CC(O)=CC=2)C2C(=CC(F)=CC=2)N(C)C1=O)C, predict the reaction product. The product is: [CH2:1]([C@H:3]1[N:12]([C:13](=[O:22])[C:14]2[CH:19]=[CH:18][C:17]([OH:20])=[CH:16][CH:15]=2)[C:11]2[C:6](=[CH:7][CH:8]=[C:9]([F:23])[CH:10]=2)[N:5]([CH:24]([CH3:26])[CH3:25])[C:4]1=[O:27])[CH3:2]. (4) Given the reactants [Cl-].[S:2]([C:6]1[CH:15]=[C:14]([S:16]([OH:19])(=[O:18])=[O:17])[CH:13]=[C:12]2[C:7]=1[CH:8]=[CH:9][C:10]([NH2+:20]N)=[CH:11]2)([OH:5])(=[O:4])=[O:3].[CH3:22][CH:23]([C:32](=O)[CH3:33])[CH2:24][CH2:25][CH2:26][CH2:27][CH2:28][C:29]([OH:31])=[O:30], predict the reaction product. The product is: [CH3:22][C:23]1([CH2:24][CH2:25][CH2:26][CH2:27][CH2:28][C:29]([OH:31])=[O:30])[C:11]2[C:12]3[CH:13]=[C:14]([S:16]([OH:19])(=[O:18])=[O:17])[CH:15]=[C:6]([S:2]([OH:5])(=[O:4])=[O:3])[C:7]=3[CH:8]=[CH:9][C:10]=2[N:20]=[C:32]1[CH3:33]. (5) The product is: [CH3:11][O:12][N:13]=[C:5]1[CH2:6][CH2:7][NH:2][CH2:3][CH2:4]1. Given the reactants O.[NH:2]1[CH2:7][CH2:6][C:5](=O)[CH2:4][CH2:3]1.Cl.Cl.[CH3:11][O:12][NH2:13].C(=O)([O-])[O-].[K+].[K+], predict the reaction product. (6) Given the reactants [Cl:1][C:2]1[C:3]([N:20]([CH:22]2[CH2:27][CH2:26][NH:25][CH2:24][CH:23]2[CH2:28][CH3:29])[CH3:21])=[N:4][C:5]([NH:8][C:9]2[CH:10]=[CH:11][C:12]3[C:16]([CH:17]=2)=[N:15][N:14]([CH3:18])[C:13]=3[CH3:19])=[N:6][CH:7]=1.Cl[C:31]1[N:36]=[CH:35][C:34]([C:37]#[N:38])=[CH:33][CH:32]=1, predict the reaction product. The product is: [Cl:1][C:2]1[C:3]([N:20]([CH3:21])[CH:22]2[CH2:27][CH2:26][N:25]([C:31]3[CH:32]=[CH:33][C:34]([C:37]#[N:38])=[CH:35][N:36]=3)[CH2:24][CH:23]2[CH2:28][CH3:29])=[N:4][C:5]([NH:8][C:9]2[CH:10]=[CH:11][C:12]3[C:16]([CH:17]=2)=[N:15][N:14]([CH3:18])[C:13]=3[CH3:19])=[N:6][CH:7]=1. (7) The product is: [C:1]([C:3]1[CH:11]=[C:10]([O:12][CH3:13])[CH:9]=[CH:8][C:4]=1[C:5]([NH:21][CH:17]([CH2:18][CH2:19][CH3:20])[CH2:16][CH2:15][CH3:14])=[O:7])#[N:2]. Given the reactants [C:1]([C:3]1[CH:11]=[C:10]([O:12][CH3:13])[CH:9]=[CH:8][C:4]=1[C:5]([OH:7])=O)#[N:2].[CH3:14][CH2:15][CH2:16][CH:17]([NH2:21])[CH2:18][CH2:19][CH3:20], predict the reaction product. (8) Given the reactants N1C(C)=CC=CC=1C.[CH2:9]([C:11]([C:30]1[CH:35]=[CH:34][C:33]([C:36]#[C:37][C:38]2([OH:44])[CH2:43][CH2:42][CH2:41][CH2:40][CH2:39]2)=[C:32]([CH3:45])[CH:31]=1)([C:14]1[CH:19]=[CH:18][C:17](B2OC(C)(C)C(C)(C)O2)=[C:16](C)[CH:15]=1)[CH2:12][CH3:13])[CH3:10].O([Si](C)(C)C)S(C(F)(F)F)(=O)=O.[C:58](=[O:61])(O)[O-].[Na+], predict the reaction product. The product is: [CH2:9]([C:11]([C:14]1[CH:19]=[CH:18][C:58]([OH:61])=[C:16]([CH3:17])[CH:15]=1)([C:30]1[CH:35]=[CH:34][C:33]([C:36]#[C:37][C:38]2([OH:44])[CH2:43][CH2:42][CH2:41][CH2:40][CH2:39]2)=[C:32]([CH3:45])[CH:31]=1)[CH2:12][CH3:13])[CH3:10]. (9) Given the reactants [Cl:1][C:2]1[CH:12]=[CH:11][C:10]([CH2:13][NH:14][C:15](=[O:20])[C:16]([F:19])([F:18])[F:17])=[CH:9][C:3]=1[C:4]([N:6]=[C:7]=[O:8])=O.[Cl:21][C:22]1[CH:23]=[C:24]([NH:29][NH:30]C(OC(C)(C)C)=O)[CH:25]=[CH:26][C:27]=1[F:28].FC(F)(F)C(O)=O, predict the reaction product. The product is: [Cl:1][C:2]1[CH:12]=[CH:11][C:10]([CH2:13][NH:14][C:15](=[O:20])[C:16]([F:19])([F:18])[F:17])=[CH:9][C:3]=1[C:4]1[NH:6][C:7](=[O:8])[N:29]([C:24]2[CH:25]=[CH:26][C:27]([F:28])=[C:22]([Cl:21])[CH:23]=2)[N:30]=1. (10) Given the reactants [NH2:1][C:2]1[N:7]=[CH:6][N:5]=[C:4]([NH:8][C@H:9]([C:11]2[N:16]([C:17]3[CH:22]=[CH:21][CH:20]=[CH:19][CH:18]=3)[C:15](=[O:23])[C:14]3=[C:24]([CH3:27])[CH:25]=[CH:26][N:13]3[N:12]=2)[CH3:10])[C:3]=1Br.[CH3:29][S:30]([NH:33][C:34]1[CH:35]=[C:36](B(O)O)[CH:37]=[C:38]([C:40]([F:43])([F:42])[F:41])[CH:39]=1)(=[O:32])=[O:31].C(=O)([O-])[O-].[Cs+].[Cs+], predict the reaction product. The product is: [NH2:1][C:2]1[C:3]([C:36]2[CH:35]=[C:34]([NH:33][S:30]([CH3:29])(=[O:31])=[O:32])[CH:39]=[C:38]([C:40]([F:42])([F:43])[F:41])[CH:37]=2)=[C:4]([NH:8][C@H:9]([C:11]2[N:16]([C:17]3[CH:22]=[CH:21][CH:20]=[CH:19][CH:18]=3)[C:15](=[O:23])[C:14]3=[C:24]([CH3:27])[CH:25]=[CH:26][N:13]3[N:12]=2)[CH3:10])[N:5]=[CH:6][N:7]=1.